From a dataset of Full USPTO retrosynthesis dataset with 1.9M reactions from patents (1976-2016). Predict the reactants needed to synthesize the given product. (1) Given the product [CH2:35]([N:5]([CH2:1][CH2:2][CH2:3][CH3:4])[C:6]([C:8]1[N:9]=[C:10]([C:13]2[CH:22]=[CH:21][C:16]([C:17]([O:19][CH3:20])=[O:18])=[CH:15][C:14]=2[C:23]([N:25]2[CH2:34][CH2:33][C:32]3[C:27](=[CH:28][CH:29]=[CH:30][CH:31]=3)[CH2:26]2)=[O:24])[N:11]([CH3:39])[CH:12]=1)=[O:7])[CH2:36][CH2:37][CH3:38], predict the reactants needed to synthesize it. The reactants are: [CH2:1]([N:5]([CH2:35][CH2:36][CH2:37][CH3:38])[C:6]([C:8]1[N:9]=[C:10]([C:13]2[CH:22]=[CH:21][C:16]([C:17]([O:19][CH3:20])=[O:18])=[CH:15][C:14]=2[C:23]([N:25]2[CH2:34][CH2:33][C:32]3[C:27](=[CH:28][CH:29]=[CH:30][CH:31]=3)[CH2:26]2)=[O:24])[NH:11][CH:12]=1)=[O:7])[CH2:2][CH2:3][CH3:4].[C:39]([O-])([O-])=O.[K+].[K+].CI. (2) The reactants are: [NH2:1][C:2]1[N:10]=[CH:9][N:8]=[C:7]2[C:3]=1[N:4]([C:32]1[CH:37]=[CH:36][C:35]([CH3:38])=[C:34]([O:39][CH3:40])[CH:33]=1)[C:5](=[O:31])[N:6]2[C:11]1[CH:12]=[CH:13][C:14]([O:26][CH2:27][CH2:28][O:29][CH3:30])=[C:15]([N:17](C)[C:18](=O)OC(C)(C)C)[CH:16]=1.C(O)(C(F)(F)F)=O. Given the product [NH2:1][C:2]1[N:10]=[CH:9][N:8]=[C:7]2[C:3]=1[N:4]([C:32]1[CH:37]=[CH:36][C:35]([CH3:38])=[C:34]([O:39][CH3:40])[CH:33]=1)[C:5](=[O:31])[N:6]2[C:11]1[CH:12]=[CH:13][C:14]([O:26][CH2:27][CH2:28][O:29][CH3:30])=[C:15]([NH:17][CH3:18])[CH:16]=1, predict the reactants needed to synthesize it.